Dataset: Forward reaction prediction with 1.9M reactions from USPTO patents (1976-2016). Task: Predict the product of the given reaction. (1) Given the reactants Cl[C:2]1[C:7]([CH3:8])=[C:6]([Cl:9])[N:5]=[CH:4][C:3]=1[C:10]([N:12]1[CH2:17][CH2:16][CH:15]([C:18]2[CH:23]=[CH:22][C:21]([F:24])=[CH:20][CH:19]=2)[CH2:14][CH2:13]1)=[O:11].[Cl:25][C:26]1[CH:27]=[CH:28][C:29]([CH3:33])=[C:30]([CH:32]=1)[NH2:31], predict the reaction product. The product is: [Cl:9][C:6]1[N:5]=[CH:4][C:3]([C:10]([N:12]2[CH2:13][CH2:14][CH:15]([C:18]3[CH:19]=[CH:20][C:21]([F:24])=[CH:22][CH:23]=3)[CH2:16][CH2:17]2)=[O:11])=[C:2]([NH:31][C:30]2[CH:32]=[C:26]([Cl:25])[CH:27]=[CH:28][C:29]=2[CH3:33])[C:7]=1[CH3:8]. (2) Given the reactants [C:1]([O:5][C:6]([N:8]([C:16]1[C:21]([C:22]#[CH:23])=[CH:20][CH:19]=[CH:18][N:17]=1)[C:9]([O:11][C:12]([CH3:15])([CH3:14])[CH3:13])=[O:10])=[O:7])([CH3:4])([CH3:3])[CH3:2].[N+:24]([CH2:27][CH2:28][C:29]1[CH:42]=[CH:41][C:32]([CH2:33][O:34][C:35]2[CH:40]=[CH:39][CH:38]=[CH:37][N:36]=2)=[CH:31][CH:30]=1)([O-])=[O:25].C(N(CC)CC)C.C1(N=C=O)C=CC=CC=1, predict the reaction product. The product is: [C:1]([O:5][C:6]([N:8]([C:16]1[C:21]([C:22]2[O:25][N:24]=[C:27]([CH2:28][C:29]3[CH:30]=[CH:31][C:32]([CH2:33][O:34][C:35]4[CH:40]=[CH:39][CH:38]=[CH:37][N:36]=4)=[CH:41][CH:42]=3)[CH:23]=2)=[CH:20][CH:19]=[CH:18][N:17]=1)[C:9]([O:11][C:12]([CH3:14])([CH3:15])[CH3:13])=[O:10])=[O:7])([CH3:2])([CH3:3])[CH3:4]. (3) The product is: [CH2:1]([N:3]1[CH2:4][CH2:5][N:6]([C:9]2[N:10]=[CH:11][C:12]([CH2:13][NH2:14])=[CH:15][CH:16]=2)[CH2:7][CH2:8]1)[CH3:2]. Given the reactants [CH2:1]([N:3]1[CH2:8][CH2:7][N:6]([C:9]2[CH:16]=[CH:15][C:12]([C:13]#[N:14])=[CH:11][N:10]=2)[CH2:5][CH2:4]1)[CH3:2].[H][H], predict the reaction product.